This data is from Peptide-MHC class II binding affinity with 134,281 pairs from IEDB. The task is: Regression. Given a peptide amino acid sequence and an MHC pseudo amino acid sequence, predict their binding affinity value. This is MHC class II binding data. (1) The peptide sequence is PTPVNIIGRNMLTQIGC. The binding affinity (normalized) is 0.296. The MHC is DRB5_0101 with pseudo-sequence DRB5_0101. (2) The peptide sequence is AGWLADQTVRYPI. The MHC is DRB1_0401 with pseudo-sequence DRB1_0401. The binding affinity (normalized) is 0.623. (3) The peptide sequence is FTVQEMVALSGAHTL. The MHC is DRB1_0901 with pseudo-sequence DRB1_0901. The binding affinity (normalized) is 0.994. (4) The peptide sequence is KHLAVLVKYEGDTMA. The MHC is HLA-DPA10103-DPB10401 with pseudo-sequence HLA-DPA10103-DPB10401. The binding affinity (normalized) is 0.195. (5) The peptide sequence is DNEAYEMPSEEGYQD. The MHC is DRB1_0101 with pseudo-sequence DRB1_0101. The binding affinity (normalized) is 0. (6) The peptide sequence is ASLVMLLVHYAIIGP. The MHC is DRB1_1501 with pseudo-sequence DRB1_1501. The binding affinity (normalized) is 0.399. (7) The peptide sequence is YRKFLANVSTVLTGK. The MHC is DRB1_1602 with pseudo-sequence DRB1_1602. The binding affinity (normalized) is 0.890.